Dataset: Catalyst prediction with 721,799 reactions and 888 catalyst types from USPTO. Task: Predict which catalyst facilitates the given reaction. (1) Reactant: [F:1][C:2]1[CH:3]=[N:4][CH:5]=[C:6]([F:26])[C:7]=1[CH2:8][O:9][C:10]1[C:11]2[N:12]([C:17]([C:21]([O:23]CC)=[O:22])=[C:18]([CH3:20])[N:19]=2)[CH:13]=[C:14]([CH3:16])[CH:15]=1.[OH-].[Na+].Cl. Product: [F:1][C:2]1[CH:3]=[N:4][CH:5]=[C:6]([F:26])[C:7]=1[CH2:8][O:9][C:10]1[C:11]2[N:12]([C:17]([C:21]([OH:23])=[O:22])=[C:18]([CH3:20])[N:19]=2)[CH:13]=[C:14]([CH3:16])[CH:15]=1. The catalyst class is: 12. (2) Reactant: [C:1]([C:5]1[CH:9]=[C:8]([NH:10][C:11]([NH:13][C@@H:14]2[C:23]3[C:18](=[CH:19][CH:20]=[CH:21][CH:22]=3)[C@H:17]([O:24][C:25]3[CH:26]=[CH:27][C:28]4[N:29]([C:31]([N:34]5[C@H:39]([CH3:40])[CH2:38][CH2:37][CH2:36][C@@H:35]5[CH3:41])=[N:32][N:33]=4)[CH:30]=3)[CH2:16][CH2:15]2)=[O:12])[N:7]([C:42]2[CH:43]=[N:44][N:45]([CH2:47][CH2:48][O:49]S(C)(=O)=O)[CH:46]=2)[N:6]=1)([CH3:4])([CH3:3])[CH3:2].CCN(C(C)C)C(C)C.[NH:63]1[CH2:68][CH2:67][O:66][CH2:65][CH2:64]1. Product: [CH:48]([OH:49])=[O:66].[C:1]([C:5]1[CH:9]=[C:8]([NH:10][C:11]([NH:13][C@@H:14]2[C:23]3[C:18](=[CH:19][CH:20]=[CH:21][CH:22]=3)[C@H:17]([O:24][C:25]3[CH:26]=[CH:27][C:28]4[N:29]([C:31]([N:34]5[C@H:35]([CH3:41])[CH2:36][CH2:37][CH2:38][C@@H:39]5[CH3:40])=[N:32][N:33]=4)[CH:30]=3)[CH2:16][CH2:15]2)=[O:12])[N:7]([C:42]2[CH:43]=[N:44][N:45]([CH2:47][CH2:48][N:63]3[CH2:68][CH2:67][O:66][CH2:65][CH2:64]3)[CH:46]=2)[N:6]=1)([CH3:3])([CH3:4])[CH3:2]. The catalyst class is: 1.